This data is from Forward reaction prediction with 1.9M reactions from USPTO patents (1976-2016). The task is: Predict the product of the given reaction. (1) The product is: [Br:1][C:2]1[CH:7]=[CH:6][C:5]([S:8]([NH:24][CH2:23][C:19]2[CH:18]=[C:17]3[C:22](=[CH:21][CH:20]=2)[N:14]([CH3:13])[N:15]=[CH:16]3)(=[O:10])=[O:9])=[C:4]([CH3:12])[CH:3]=1. Given the reactants [Br:1][C:2]1[CH:7]=[CH:6][C:5]([S:8](Cl)(=[O:10])=[O:9])=[C:4]([CH3:12])[CH:3]=1.[CH3:13][N:14]1[C:22]2[C:17](=[CH:18][C:19]([CH2:23][NH2:24])=[CH:20][CH:21]=2)[CH:16]=[N:15]1, predict the reaction product. (2) The product is: [CH3:1][C:2]1[C:7]([N+:8]([O-:10])=[O:9])=[CH:6][N:5]=[C:4]([C:11]([O:13][CH3:19])=[O:12])[CH:3]=1. Given the reactants [CH3:1][C:2]1[C:7]([N+:8]([O-:10])=[O:9])=[CH:6][N:5]=[C:4]([C:11]([OH:13])=[O:12])[CH:3]=1.S(=O)(=O)(O)O.[CH3:19]O, predict the reaction product.